Predict the reactants needed to synthesize the given product. From a dataset of Full USPTO retrosynthesis dataset with 1.9M reactions from patents (1976-2016). (1) Given the product [N:12]1([CH2:11][C:8]([NH:27][CH2:26][C:25]2[CH:28]=[CH:29][C:22]([Cl:21])=[CH:23][CH:24]=2)=[O:10])[C:16]2[CH:17]=[CH:18][CH:19]=[CH:20][C:15]=2[N:14]=[CH:13]1, predict the reactants needed to synthesize it. The reactants are: FC(F)(F)C([O-])=O.[C:8]([CH2:11][N:12]1[C:16]2[CH:17]=[CH:18][CH:19]=[CH:20][C:15]=2[NH+:14]=[CH:13]1)([OH:10])=O.[Cl:21][C:22]1[CH:29]=[CH:28][C:25]([CH2:26][NH2:27])=[CH:24][CH:23]=1. (2) The reactants are: [CH2:1]([O:8][C:9]1[CH:17]=[CH:16][CH:15]=[C:14]2[C:10]=1[CH:11]=[C:12]([C:19]([O:21]CC)=[O:20])[N:13]2[CH3:18])[C:2]1[CH:7]=[CH:6][CH:5]=[CH:4][CH:3]=1.O[Li].O. Given the product [CH2:1]([O:8][C:9]1[CH:17]=[CH:16][CH:15]=[C:14]2[C:10]=1[CH:11]=[C:12]([C:19]([OH:21])=[O:20])[N:13]2[CH3:18])[C:2]1[CH:7]=[CH:6][CH:5]=[CH:4][CH:3]=1, predict the reactants needed to synthesize it. (3) Given the product [ClH:26].[CH:1]1([O:7][C:8]2[CH:9]=[CH:10][C:11]3[CH2:12][NH:13][CH2:14][CH2:15][O:16][C:17]=3[N:18]=2)[CH2:2][CH2:3][CH2:4][CH2:5][CH2:6]1, predict the reactants needed to synthesize it. The reactants are: [CH:1]1([O:7][C:8]2[CH:9]=[CH:10][C:11]3[CH2:12][N:13](C(OC(C)(C)C)=O)[CH2:14][CH2:15][O:16][C:17]=3[N:18]=2)[CH2:6][CH2:5][CH2:4][CH2:3][CH2:2]1.[ClH:26].C(OCC)(=O)C. (4) Given the product [CH3:26][O:27][C:28](=[O:29])[C@H:11]([CH:8]([CH3:9])[CH3:10])[NH2:15], predict the reactants needed to synthesize it. The reactants are: P([O-])(O[C:8]([CH3:11])([CH3:10])[CH3:9])O[C:8]([CH3:11])([CH3:10])[CH3:9].C([N:15](CC)CC)C.Cl[Si](C)(C)C.C[CH2:26][O:27][C:28](C)=[O:29].